Dataset: NCI-60 drug combinations with 297,098 pairs across 59 cell lines. Task: Regression. Given two drug SMILES strings and cell line genomic features, predict the synergy score measuring deviation from expected non-interaction effect. (1) Drug 1: CCN(CC)CCNC(=O)C1=C(NC(=C1C)C=C2C3=C(C=CC(=C3)F)NC2=O)C. Drug 2: CC(C)NC(=O)C1=CC=C(C=C1)CNNC.Cl. Cell line: NCIH23. Synergy scores: CSS=4.52, Synergy_ZIP=1.93, Synergy_Bliss=4.30, Synergy_Loewe=5.21, Synergy_HSA=4.91. (2) Drug 1: CC1=C2C(C(=O)C3(C(CC4C(C3C(C(C2(C)C)(CC1OC(=O)C(C(C5=CC=CC=C5)NC(=O)OC(C)(C)C)O)O)OC(=O)C6=CC=CC=C6)(CO4)OC(=O)C)OC)C)OC. Synergy scores: CSS=33.5, Synergy_ZIP=-7.94, Synergy_Bliss=-8.56, Synergy_Loewe=-4.85, Synergy_HSA=-2.47. Drug 2: CCC1(CC2CC(C3=C(CCN(C2)C1)C4=CC=CC=C4N3)(C5=C(C=C6C(=C5)C78CCN9C7C(C=CC9)(C(C(C8N6C)(C(=O)OC)O)OC(=O)C)CC)OC)C(=O)OC)O.OS(=O)(=O)O. Cell line: RXF 393.